From a dataset of Forward reaction prediction with 1.9M reactions from USPTO patents (1976-2016). Predict the product of the given reaction. (1) Given the reactants C[O:2][C:3]([C:5]1[C:6](Cl)=[N:7][C:8]2[C:13]([C:14]=1[C:15]1[CH:20]=[CH:19][CH:18]=[CH:17][CH:16]=1)=[CH:12][C:11]([Cl:21])=[CH:10][C:9]=2[Cl:22])=[O:4].[NH:24]1[CH2:28][CH2:27][CH2:26][CH2:25]1, predict the reaction product. The product is: [Cl:21][C:11]1[CH:12]=[C:13]2[C:8](=[C:9]([Cl:22])[CH:10]=1)[N:7]=[C:6]([N:24]1[CH2:28][CH2:27][CH2:26][CH2:25]1)[C:5]([C:3]([OH:2])=[O:4])=[C:14]2[C:15]1[CH:16]=[CH:17][CH:18]=[CH:19][CH:20]=1. (2) Given the reactants [Cl:1][C:2]1[C:11]2[C:6](=[CH:7][CH:8]=[CH:9][CH:10]=2)[CH:5]=[CH:4][N:3]=1.C1C=C(Cl)C=C(C(OO)=[O:20])C=1, predict the reaction product. The product is: [Cl:1][C:2]1[C:11]2[C:6](=[CH:7][CH:8]=[CH:9][CH:10]=2)[CH:5]=[CH:4][N+:3]=1[O-:20]. (3) Given the reactants Cl.[CH:2]12[CH2:12][CH:6]([CH2:7][CH:8]([CH2:10][OH:11])[CH2:9]1)[CH2:5][NH:4][CH2:3]2.[F:13][C:14]([F:28])([F:27])[C:15]1[CH:22]=[C:21]([C:23]([F:26])([F:25])[F:24])[CH:20]=[CH:19][C:16]=1[CH:17]=O.C(O[BH-](OC(=O)C)OC(=O)C)(=O)C.[Na+].[OH-].[Na+], predict the reaction product. The product is: [F:13][C:14]([F:27])([F:28])[C:15]1[CH:22]=[C:21]([C:23]([F:26])([F:24])[F:25])[CH:20]=[CH:19][C:16]=1[CH2:17][N:4]1[CH2:3][CH:2]2[CH2:12][CH:6]([CH2:7][CH:8]([CH2:10][OH:11])[CH2:9]2)[CH2:5]1. (4) The product is: [C:1]([O:5][C:6]([NH:8][C@H:9]([C:29](=[O:46])/[CH:30]=[CH:31]/[C:32](=[O:44])[NH:33][C@H:34]1[C:43]2[C:38](=[CH:39][CH:40]=[CH:41][CH:42]=2)[CH2:37][CH2:36][CH2:35]1)[CH2:10][C:11]1[CH:28]=[CH:27][C:14]([O:15][CH2:16][C:17]2[CH:26]=[CH:25][C:20]([C:21]([O:23][CH3:24])=[O:22])=[CH:19][CH:18]=2)=[CH:13][CH:12]=1)=[O:7])([CH3:4])([CH3:2])[CH3:3]. Given the reactants [C:1]([O:5][C:6]([NH:8][C@H:9]([C:29](=[O:46])[CH2:30][CH:31](O)[C:32](=[O:44])[NH:33][C@H:34]1[C:43]2[C:38](=[CH:39][CH:40]=[CH:41][CH:42]=2)[CH2:37][CH2:36][CH2:35]1)[CH2:10][C:11]1[CH:28]=[CH:27][C:14]([O:15][CH2:16][C:17]2[CH:26]=[CH:25][C:20]([C:21]([O:23][CH3:24])=[O:22])=[CH:19][CH:18]=2)=[CH:13][CH:12]=1)=[O:7])([CH3:4])([CH3:3])[CH3:2].CS(Cl)(=O)=O, predict the reaction product.